Task: Predict the product of the given reaction.. Dataset: Forward reaction prediction with 1.9M reactions from USPTO patents (1976-2016) (1) Given the reactants [F:1][C:2]1[CH:7]=[CH:6][C:5]([C:8](=[O:20])[CH2:9][C:10](=[NH:19])[NH:11][C:12]2[CH:17]=[CH:16][CH:15]=[C:14]([CH3:18])[CH:13]=2)=[CH:4][CH:3]=1.[C:21](OC)(=[O:24])[C:22]#[CH:23], predict the reaction product. The product is: [NH2:19][C:10]1[N:11]([C:12]2[CH:17]=[CH:16][CH:15]=[C:14]([CH3:18])[CH:13]=2)[C:21](=[O:24])[CH:22]=[CH:23][C:9]=1[C:8](=[O:20])[C:5]1[CH:6]=[CH:7][C:2]([F:1])=[CH:3][CH:4]=1. (2) Given the reactants [CH3:1][N:2]1[CH2:7][CH2:6][NH:5][CH2:4][CH2:3]1.[CH3:8][C:9]1([CH3:27])[CH2:14][C:13](=O)[CH2:12][CH2:11][CH:10]1[NH:16][C:17](=[O:26])[O:18][CH2:19][C:20]1[CH:25]=[CH:24][CH:23]=[CH:22][CH:21]=1.[BH-](OC(C)=O)(OC(C)=O)OC(C)=O.[Na+], predict the reaction product. The product is: [CH3:8][C:9]1([CH3:27])[CH2:14][CH:13]([N:5]2[CH2:6][CH2:7][N:2]([CH3:1])[CH2:3][CH2:4]2)[CH2:12][CH2:11][CH:10]1[NH:16][C:17](=[O:26])[O:18][CH2:19][C:20]1[CH:25]=[CH:24][CH:23]=[CH:22][CH:21]=1.